The task is: Predict the product of the given reaction.. This data is from Forward reaction prediction with 1.9M reactions from USPTO patents (1976-2016). (1) Given the reactants [N+:1]([C:4]1[C:13]2[CH2:12][O:11][CH2:10][O:9][C:8]=2[CH:7]=[CH:6][CH:5]=1)([O-:3])=[O:2].BrN1[C:19](=[O:20])[CH2:18]CC1=O.N(C(C)(C)C#N)=NC(C)(C)C#N.[O-]CC.[Na+], predict the reaction product. The product is: [CH2:19]([O:20][CH:12]1[C:13]2[C:4]([N+:1]([O-:3])=[O:2])=[CH:5][CH:6]=[CH:7][C:8]=2[O:9][CH2:10][O:11]1)[CH3:18]. (2) Given the reactants [OH-].[K+].C([O:6][C:7]1[CH:8]=[C:9](/[CH:17]=[CH:18]/[C:19]2[CH:24]=[CH:23][C:22]([O:25]C(=O)C)=[CH:21][CH:20]=2)[CH:10]=[C:11]([O:13]C(=O)C)[CH:12]=1)(=O)C, predict the reaction product. The product is: [C:9]1(/[CH:17]=[CH:18]/[C:19]2[CH:24]=[CH:23][C:22]([OH:25])=[CH:21][CH:20]=2)[CH:10]=[C:11]([OH:13])[CH:12]=[C:7]([OH:6])[CH:8]=1. (3) The product is: [CH3:21][S:22]([O:13][C@H:10]1[CH2:11][CH2:12][N:8]([C:1]([O:3][C:4]([CH3:7])([CH3:6])[CH3:5])=[O:2])[CH2:9]1)(=[O:24])=[O:23]. Given the reactants [C:1]([N:8]1[CH2:12][CH2:11][C@H:10]([OH:13])[CH2:9]1)([O:3][C:4]([CH3:7])([CH3:6])[CH3:5])=[O:2].C(N(CC)CC)C.[CH3:21][S:22](Cl)(=[O:24])=[O:23].C(OCC)(=O)C, predict the reaction product. (4) Given the reactants FC(F)(F)S(O[C:7]1[CH:12]=[CH:11][C:10]([C@H:13]2[CH2:18][CH2:17][C@H:16]([CH2:19][C:20]([O:22][CH3:23])=[O:21])[CH2:15][CH2:14]2)=[CH:9][CH:8]=1)(=O)=O.[NH2:26][CH2:27][CH2:28][C:29]([O:31][CH2:32][CH3:33])=[O:30].C(=O)([O-])[O-].[Cs+].[Cs+].C1(P(C2CCCCC2)C2C=CC=CC=2C2C(CCC)=CC(CCC)=CC=2CCC)CCCCC1.CCN(C(C)C)C(C)C, predict the reaction product. The product is: [CH3:23][O:22][C:20](=[O:21])[CH2:19][C@H:16]1[CH2:17][CH2:18][C@H:13]([C:10]2[CH:11]=[CH:12][C:7]([NH:26][CH2:27][CH2:28][C:29]([O:31][CH2:32][CH3:33])=[O:30])=[CH:8][CH:9]=2)[CH2:14][CH2:15]1.